This data is from Peptide-MHC class I binding affinity with 185,985 pairs from IEDB/IMGT. The task is: Regression. Given a peptide amino acid sequence and an MHC pseudo amino acid sequence, predict their binding affinity value. This is MHC class I binding data. (1) The peptide sequence is VETFYPKLQA. The MHC is HLA-B40:01 with pseudo-sequence HLA-B40:01. The binding affinity (normalized) is 0. (2) The peptide sequence is SYLAGAGLL. The MHC is HLA-A24:02 with pseudo-sequence HLA-A24:02. The binding affinity (normalized) is 0.726.